Dataset: Forward reaction prediction with 1.9M reactions from USPTO patents (1976-2016). Task: Predict the product of the given reaction. The product is: [O:1]=[C:2]1[CH:7]=[C:6]([C:8]([F:11])([F:9])[F:10])[O:5][C:4]2[C:12]([C:15]([OH:17])=[O:16])=[CH:13][S:14][C:3]1=2. Given the reactants [O:1]=[C:2]1[CH:7]=[C:6]([C:8]([F:11])([F:10])[F:9])[O:5][C:4]2[C:12]([C:15]([O:17]C)=[O:16])=[CH:13][S:14][C:3]1=2.Cl, predict the reaction product.